This data is from Reaction yield outcomes from USPTO patents with 853,638 reactions. The task is: Predict the reaction yield, written as a fraction of the theoretical maximum amount of product (1.0 means a 100% yield; for example, 0.34 means a 34% yield). (1) The reactants are [CH:1]1([C@@H:4]([NH:9][S@](C(C)(C)C)=O)[C:5]([F:8])([F:7])[F:6])[CH2:3][CH2:2]1.[ClH:16]. The catalyst is CO. The product is [ClH:16].[CH:1]1([C@@H:4]([NH2:9])[C:5]([F:8])([F:7])[F:6])[CH2:3][CH2:2]1. The yield is 0.880. (2) The reactants are C(N(CC)CC)C.[CH3:8][O:9][C:10]1[CH:18]=[C:17]2[C:13]([C:14]([CH:20]=[O:21])=[N:15][N:16]2[CH3:19])=[CH:12][CH:11]=1.[CH:22](=[N:29][C:30]1[CH:35]=[CH:34][CH:33]=[C:32]([O:36][CH3:37])[CH:31]=1)[C:23]1[CH:28]=[CH:27][CH:26]=[CH:25][CH:24]=1. The product is [CH3:8][O:9][C:10]1[CH:18]=[C:17]2[C:13]([C:14]([C:20](=[O:21])[CH:22]([NH:29][C:30]3[CH:35]=[CH:34][CH:33]=[C:32]([O:36][CH3:37])[CH:31]=3)[C:23]3[CH:24]=[CH:25][CH:26]=[CH:27][CH:28]=3)=[N:15][N:16]2[CH3:19])=[CH:12][CH:11]=1. The yield is 0.320. The catalyst is [Cl-].C([N+]1C(C)=C(CCO)SC=1)C1C=CC=CC=1.C(O)C.